From a dataset of Forward reaction prediction with 1.9M reactions from USPTO patents (1976-2016). Predict the product of the given reaction. (1) Given the reactants [CH3:1][C:2]1[N:12]=[C:11]([CH3:13])[CH:10]=[CH:9][C:3]=1[C:4](OCC)=[O:5].[H-].[H-].[H-].[H-].[Li+].[Al+3], predict the reaction product. The product is: [CH3:1][C:2]1[C:3]([CH2:4][OH:5])=[CH:9][CH:10]=[C:11]([CH3:13])[N:12]=1. (2) Given the reactants ClC1C=CC(C2NC(C3C=CC([O:19]C)=CC=3OCC)=NC2CC)=CC=1.[Cl:26][C:27]1[CH:32]=[CH:31][C:30]([CH:33]2[N:37]([C:38]([N:40]3[CH2:45][CH2:44][N:43](C)[CH2:42][CH2:41]3)=[O:39])[C:36]([C:47]3[CH:52]=[CH:51][C:50]([O:53][CH3:54])=[CH:49][C:48]=3[O:55][CH2:56][CH3:57])=[N:35][CH:34]2[CH2:58][CH:59]2CCCC2)=[CH:29][CH:28]=1, predict the reaction product. The product is: [Cl:26][C:27]1[CH:28]=[CH:29][C:30]([CH:33]2[N:37]([C:38]([N:40]3[CH2:41][CH2:42][NH:43][C:44](=[O:19])[CH2:45]3)=[O:39])[C:36]([C:47]3[CH:52]=[CH:51][C:50]([O:53][CH3:54])=[CH:49][C:48]=3[O:55][CH2:56][CH3:57])=[N:35][CH:34]2[CH2:58][CH3:59])=[CH:31][CH:32]=1. (3) Given the reactants [Br:1][C:2]1[CH:3]=[C:4]([F:9])[C:5](Cl)=[N:6][CH:7]=1.[N:10]1([C:16]([O:18][C:19]([CH3:22])([CH3:21])[CH3:20])=[O:17])[CH2:15][CH2:14][NH:13][CH2:12][CH2:11]1.C(=O)([O-])[O-].[K+].[K+], predict the reaction product. The product is: [Br:1][C:2]1[CH:3]=[C:4]([F:9])[C:5]([N:13]2[CH2:12][CH2:11][N:10]([C:16]([O:18][C:19]([CH3:22])([CH3:21])[CH3:20])=[O:17])[CH2:15][CH2:14]2)=[N:6][CH:7]=1. (4) Given the reactants C(=O)(O)[O-].[Na+].[CH3:6][C:7]([CH3:11])=[CH:8][CH2:9]Br.[N+:12]([C:15]1[NH:16][CH:17]=[CH:18][N:19]=1)([O-:14])=[O:13], predict the reaction product. The product is: [CH3:6][C:7]([CH3:11])=[CH:8][CH2:9][N:16]1[CH:17]=[CH:18][N:19]=[C:15]1[N+:12]([O-:14])=[O:13]. (5) Given the reactants [NH2:1][CH2:2][CH2:3][CH2:4][CH2:5][N:6]1[C:18]2[C:17]3[CH:16]=[CH:15][CH:14]=[CH:13][C:12]=3[N:11]=[C:10]([NH2:19])[C:9]=2[N:8]=[CH:7]1.[O:20]([C:27]1[CH:35]=[CH:34][CH:33]=[CH:32][C:28]=1[C:29](Cl)=[O:30])[C:21]1[CH:26]=[CH:25][CH:24]=[CH:23][CH:22]=1, predict the reaction product. The product is: [NH2:19][C:10]1[C:9]2[N:8]=[CH:7][N:6]([CH2:5][CH2:4][CH2:3][CH2:2][NH:1][C:29](=[O:30])[C:28]3[CH:32]=[CH:33][CH:34]=[CH:35][C:27]=3[O:20][C:21]3[CH:26]=[CH:25][CH:24]=[CH:23][CH:22]=3)[C:18]=2[C:17]2[CH:16]=[CH:15][CH:14]=[CH:13][C:12]=2[N:11]=1. (6) Given the reactants [NH2:1][C:2]1[CH:7]=[CH:6][C:5]([P:8](=[O:11])([CH3:10])[CH3:9])=[CH:4][CH:3]=1.[Cl:12][C:13]1[N:18]=[C:17](Cl)[N:16]=[C:15]([Cl:20])[N:14]=1, predict the reaction product. The product is: [Cl:12][C:13]1[N:14]=[C:15]([Cl:20])[N:16]=[C:17]([NH:1][C:2]2[CH:3]=[CH:4][C:5]([P:8]([CH3:9])([CH3:10])=[O:11])=[CH:6][CH:7]=2)[N:18]=1. (7) Given the reactants C([O:3][C:4]([C:6]1[C:7]([CH3:26])=[N:8][N:9]2[C:14]([O:15][CH2:16][C:17]3[CH:22]=[CH:21][CH:20]=[C:19]([F:23])[C:18]=3[F:24])=[CH:13][C:12]([CH3:25])=[CH:11][C:10]=12)=[O:5])C.[OH-].[Na+].CS(C)=O, predict the reaction product. The product is: [F:24][C:18]1[C:19]([F:23])=[CH:20][CH:21]=[CH:22][C:17]=1[CH2:16][O:15][C:14]1[N:9]2[N:8]=[C:7]([CH3:26])[C:6]([C:4]([OH:5])=[O:3])=[C:10]2[CH:11]=[C:12]([CH3:25])[CH:13]=1. (8) Given the reactants [CH2:1]([C:8]1[NH:13][C:12]([C:14]2[CH:19]=[CH:18][CH:17]=[CH:16][CH:15]=2)=[CH:11][N:10]2[C:20](=[O:29])[C:21]([CH2:23][C:24]3[O:25][CH:26]=[CH:27][CH:28]=3)=[N:22][C:9]=12)[C:2]1[CH:7]=[CH:6][CH:5]=[CH:4][CH:3]=1.Br[CH2:31][C:32]1[CH:37]=[CH:36][C:35]([B:38]2[O:42][C:41]([CH3:44])([CH3:43])[C:40]([CH3:46])([CH3:45])[O:39]2)=[CH:34][CH:33]=1.C(=O)([O-])[O-].[K+].[K+].[I-].[K+], predict the reaction product. The product is: [CH2:1]([C:8]1[C:9]2[N:10]([C:20]([O:29][CH2:31][C:32]3[CH:33]=[CH:34][C:35]([B:38]4[O:39][C:40]([CH3:46])([CH3:45])[C:41]([CH3:44])([CH3:43])[O:42]4)=[CH:36][CH:37]=3)=[C:21]([CH2:23][C:24]3[O:25][CH:26]=[CH:27][CH:28]=3)[N:22]=2)[CH:11]=[C:12]([C:14]2[CH:19]=[CH:18][CH:17]=[CH:16][CH:15]=2)[N:13]=1)[C:2]1[CH:3]=[CH:4][CH:5]=[CH:6][CH:7]=1.